This data is from Full USPTO retrosynthesis dataset with 1.9M reactions from patents (1976-2016). The task is: Predict the reactants needed to synthesize the given product. (1) Given the product [NH2:24][C:17]1[C:16]2[N:15]=[C:14]([CH2:25][CH2:26][CH2:27][CH3:28])[N:13]([CH2:12][CH2:11][CH2:10][CH2:9][CH2:29][S:30]([NH2:3])(=[O:33])=[O:31])[C:21]=2[C:20]([CH3:22])=[C:19]([CH3:23])[N:18]=1, predict the reactants needed to synthesize it. The reactants are: C([N:3](CC)CC)C.N[CH2:9][CH2:10][CH2:11][CH2:12][N:13]1[C:21]2[C:20]([CH3:22])=[C:19]([CH3:23])[N:18]=[C:17]([NH2:24])[C:16]=2[N:15]=[C:14]1[CH2:25][CH2:26][CH2:27][CH3:28].[CH3:29][S:30]([O:33]S(C)(=O)=O)(=O)=[O:31]. (2) The reactants are: [C:1]([O:5][C:6]([N:8]1[CH:12]([C:13]2[C:17]3[N:18]=[CH:19][NH:20][C:21](=[O:22])[C:16]=3[NH:15][CH:14]=2)[CH:11]([OH:23])[CH:10]([OH:24])[CH:9]1[CH2:25][OH:26])=[O:7])([CH3:4])([CH3:3])[CH3:2].[C:27](Cl)(=[O:34])[C:28]1[CH:33]=[CH:32][CH:31]=[CH:30][CH:29]=1.[C:36]([O-:39])(O)=O.[Na+].C([O:44][CH2:45][CH3:46])(=O)C.N1[CH:52]=[CH:51][CH:50]=[CH:49][CH:48]=1. Given the product [C:1]([O:5][C:6]([N:8]1[CH:12]([C:13]2[C:17]3[N:18]=[CH:19][NH:20][C:21](=[O:22])[C:16]=3[NH:15][CH:14]=2)[CH:11]([O:23][C:27](=[O:34])[C:28]2[CH:33]=[CH:32][CH:31]=[CH:30][CH:29]=2)[CH:10]([O:24][C:45](=[O:44])[C:46]2[CH:52]=[CH:51][CH:50]=[CH:49][CH:48]=2)[CH:9]1[CH2:25][O:26][C:36](=[O:39])[C:28]1[CH:33]=[CH:32][CH:31]=[CH:30][CH:29]=1)=[O:7])([CH3:4])([CH3:3])[CH3:2], predict the reactants needed to synthesize it.